Dataset: Peptide-MHC class II binding affinity with 134,281 pairs from IEDB. Task: Regression. Given a peptide amino acid sequence and an MHC pseudo amino acid sequence, predict their binding affinity value. This is MHC class II binding data. (1) The MHC is HLA-DPA10103-DPB10401 with pseudo-sequence HLA-DPA10103-DPB10401. The binding affinity (normalized) is 0.140. The peptide sequence is EAAVKQAYAATVAAA. (2) The peptide sequence is GKQWDGIKMLDLATYT. The MHC is DRB1_0701 with pseudo-sequence DRB1_0701. The binding affinity (normalized) is 0.